This data is from CYP3A4 inhibition data for predicting drug metabolism from PubChem BioAssay. The task is: Regression/Classification. Given a drug SMILES string, predict its absorption, distribution, metabolism, or excretion properties. Task type varies by dataset: regression for continuous measurements (e.g., permeability, clearance, half-life) or binary classification for categorical outcomes (e.g., BBB penetration, CYP inhibition). Dataset: cyp3a4_veith. The result is 0 (non-inhibitor). The drug is CCOC(=O)N/N=C1/C[C@@H](O)[C@@H](O)[C@H]2[C@@H]1CC[C@@H]1C(=O)N(C(C)(C)C)C(=O)[C@H]12.